Dataset: Forward reaction prediction with 1.9M reactions from USPTO patents (1976-2016). Task: Predict the product of the given reaction. (1) The product is: [F:55][CH2:54][CH2:53][O:1][C:2]1[CH:3]=[CH:4][C:5]([C:8]2[CH:9]=[C:10]([CH:14]([NH:20][C:21]([C@@H:23]3[CH2:28][CH2:27][CH2:26][N:25]([C:29](=[O:45])[CH2:30][CH2:31][CH:32]4[CH2:33][CH2:34][N:35]([C:38]([O:40][C:41]([CH3:42])([CH3:44])[CH3:43])=[O:39])[CH2:36][CH2:37]4)[CH2:24]3)=[O:22])[CH2:15][C:16]([O:18][CH3:19])=[O:17])[CH:11]=[N:12][CH:13]=2)=[CH:6][CH:7]=1. Given the reactants [OH:1][C:2]1[CH:7]=[CH:6][C:5]([C:8]2[CH:9]=[C:10]([CH:14]([NH:20][C:21]([C@@H:23]3[CH2:28][CH2:27][CH2:26][N:25]([C:29](=[O:45])[CH2:30][CH2:31][CH:32]4[CH2:37][CH2:36][N:35]([C:38]([O:40][C:41]([CH3:44])([CH3:43])[CH3:42])=[O:39])[CH2:34][CH2:33]4)[CH2:24]3)=[O:22])[CH2:15][C:16]([O:18][CH3:19])=[O:17])[CH:11]=[N:12][CH:13]=2)=[CH:4][CH:3]=1.C(=O)([O-])[O-].[Cs+].[Cs+].I[CH2:53][CH2:54][F:55], predict the reaction product. (2) Given the reactants [NH2:1][C:2]1[CH:11]=[C:10]([O:12][CH3:13])[C:9]([O:14][CH2:15][CH2:16][CH2:17][Cl:18])=[CH:8][C:3]=1[C:4](OC)=[O:5].Cl.[CH:20](N)=[NH:21], predict the reaction product. The product is: [Cl:18][CH2:17][CH2:16][CH2:15][O:14][C:9]1[CH:8]=[C:3]2[C:2](=[CH:11][C:10]=1[O:12][CH3:13])[N:1]=[CH:20][N:21]=[C:4]2[OH:5]. (3) Given the reactants [CH:1]1([CH:6]=[CH:7][C:8]([C:10]2[CH:19]=[CH:18][C:13]([C:14]([O:16]C)=[O:15])=[C:12]([O:20][CH3:21])[N:11]=2)=O)[CH2:5][CH2:4][CH2:3][CH2:2]1.[NH:22]([C:24]1[CH:31]=[CH:30][C:27]([C:28]#[N:29])=[C:26]([O:32][CH3:33])[CH:25]=1)[NH2:23].[O-]CC.[Na+], predict the reaction product. The product is: [C:28]([C:27]1[CH:30]=[CH:31][C:24]([N:22]2[CH:6]([CH:1]3[CH2:5][CH2:4][CH2:3][CH2:2]3)[CH2:7][C:8]([C:10]3[CH:19]=[CH:18][C:13]([C:14]([OH:16])=[O:15])=[C:12]([O:20][CH3:21])[N:11]=3)=[N:23]2)=[CH:25][C:26]=1[O:32][CH3:33])#[N:29].